Dataset: Peptide-MHC class II binding affinity with 134,281 pairs from IEDB. Task: Regression. Given a peptide amino acid sequence and an MHC pseudo amino acid sequence, predict their binding affinity value. This is MHC class II binding data. (1) The peptide sequence is LIDDVIAILPVDELY. The MHC is DRB1_0404 with pseudo-sequence DRB1_0404. The binding affinity (normalized) is 0.259. (2) The peptide sequence is GEIIRAATTSPAREN. The MHC is H-2-IAb with pseudo-sequence H-2-IAb. The binding affinity (normalized) is 0.556. (3) The peptide sequence is GELQIVDKICAAFKI. The MHC is DRB1_0802 with pseudo-sequence DRB1_0802. The binding affinity (normalized) is 0.382.